This data is from Reaction yield outcomes from USPTO patents with 853,638 reactions. The task is: Predict the reaction yield, written as a fraction of the theoretical maximum amount of product (1.0 means a 100% yield; for example, 0.34 means a 34% yield). (1) The reactants are [C:1]([O:5][C:6]([N:8]1[CH2:12][CH2:11][C@H:10]([O:13][C:14]2[C:15]3[CH2:23][N:22](CC4C=CC=CC=4)[CH2:21][CH2:20][C:16]=3[N:17]=[CH:18][N:19]=2)[CH2:9]1)=[O:7])([CH3:4])([CH3:3])[CH3:2].C([O-])=O.C([NH+](CC)CC)C. The catalyst is CO.[OH-].[OH-].[Pd+2]. The product is [C:1]([O:5][C:6]([N:8]1[CH2:12][CH2:11][C@H:10]([O:13][C:14]2[C:15]3[CH2:23][NH:22][CH2:21][CH2:20][C:16]=3[N:17]=[CH:18][N:19]=2)[CH2:9]1)=[O:7])([CH3:4])([CH3:2])[CH3:3]. The yield is 0.940. (2) The reactants are [Br:1][C:2]1[C:10]2[C:6](=[N:7][S:8][N:9]=2)[C:5](Br)=[CH:4][CH:3]=1.[N+:12]([O-])([OH:14])=[O:13]. No catalyst specified. The product is [Br:1][C:2]1[C:10]2[C:6](=[N:7][S:8][N:9]=2)[C:5]([N+:12]([O-:14])=[O:13])=[CH:4][CH:3]=1. The yield is 0.0700. (3) The reactants are [F:1][C:2]1[CH:3]=[C:4]([F:12])[C:5]2[O:9][CH:8]=[C:7]([CH3:10])[C:6]=2[CH:11]=1.[CH:13]1([C:18](Cl)=[O:19])[CH2:17][CH2:16][CH2:15][CH2:14]1.[Cl-].[Al+3].[Cl-].[Cl-].O. The catalyst is [N+](C)([O-])=O. The product is [CH:13]1([C:18]([C:8]2[O:9][C:5]3[C:4]([F:12])=[CH:3][C:2]([F:1])=[CH:11][C:6]=3[C:7]=2[CH3:10])=[O:19])[CH2:17][CH2:16][CH2:15][CH2:14]1. The yield is 0.800. (4) The reactants are CC(OI1(OC(C)=O)(OC(C)=O)OC(=O)C2C=CC=CC1=2)=O.[CH3:23][S:24]([N:27]1[CH2:32][CH2:31][C:30]2[N:33]([CH2:46][CH2:47][CH2:48][OH:49])[N:34]=[C:35]([C:36]3[CH:41]=[CH:40][C:39]([C:42]([F:45])([F:44])[F:43])=[CH:38][CH:37]=3)[C:29]=2[CH2:28]1)(=[O:26])=[O:25].[O-]S([O-])(=S)=O.[Na+].[Na+]. The catalyst is C(Cl)Cl.CCOCC.C([O-])(O)=O.[Na+]. The product is [CH3:23][S:24]([N:27]1[CH2:32][CH2:31][C:30]2[N:33]([CH2:46][CH2:47][CH:48]=[O:49])[N:34]=[C:35]([C:36]3[CH:37]=[CH:38][C:39]([C:42]([F:43])([F:44])[F:45])=[CH:40][CH:41]=3)[C:29]=2[CH2:28]1)(=[O:26])=[O:25]. The yield is 0.850. (5) The reactants are [CH2:1]([C:3]1[N:8]=[C:7]([CH3:9])[C:6]([OH:10])=[CH:5][CH:4]=1)[CH3:2].Br[CH2:12][CH2:13][CH2:14][O:15][C:16]1[CH:17]=[C:18]2[C:22](=[CH:23][CH:24]=1)[C@H:21]([CH2:25][C:26]([O-:28])=[O:27])[CH2:20][CH2:19]2.[C:29](=O)([O-])[O-].[Cs+].[Cs+]. The catalyst is CN(C=O)C.O. The product is [CH2:1]([C:3]1[N:8]=[C:7]([CH3:9])[C:6]([O:10][CH2:12][CH2:13][CH2:14][O:15][C:16]2[CH:17]=[C:18]3[C:22](=[CH:23][CH:24]=2)[C@H:21]([CH2:25][C:26]([O:28][CH3:29])=[O:27])[CH2:20][CH2:19]3)=[CH:5][CH:4]=1)[CH3:2]. The yield is 0.620. (6) The reactants are [CH3:1][O:2][CH2:3][CH2:4][NH2:5].[Br:6][C:7]1[CH:8]=[N:9][N:10]([CH2:12][CH2:13]Cl)[CH:11]=1. The catalyst is CS(C)=O. The product is [Br:6][C:7]1[CH:8]=[N:9][N:10]([CH2:12][CH2:13][NH:5][CH2:4][CH2:3][O:2][CH3:1])[CH:11]=1. The yield is 0.990.